From a dataset of Catalyst prediction with 721,799 reactions and 888 catalyst types from USPTO. Predict which catalyst facilitates the given reaction. (1) Reactant: [NH2:1][C@H:2]1[C:11]2[C:6](=[CH:7][CH:8]=[CH:9][CH:10]=2)[N:5]([C:12](=[O:14])[CH3:13])[C@@H:4]([CH:15]2[CH2:17][CH2:16]2)[C@@H:3]1[CH3:18].Cl[C:20]1[CH:27]=[CH:26][C:23]([C:24]#[N:25])=[CH:22][N:21]=1.CCN(C(C)C)C(C)C. Product: [C:12]([N:5]1[C:6]2[C:11](=[CH:10][CH:9]=[CH:8][CH:7]=2)[C@H:2]([NH:1][C:20]2[CH:27]=[CH:26][C:23]([C:24]#[N:25])=[CH:22][N:21]=2)[C@@H:3]([CH3:18])[C@@H:4]1[CH:15]1[CH2:17][CH2:16]1)(=[O:14])[CH3:13]. The catalyst class is: 376. (2) Reactant: Br.Br.[CH3:3][C:4]([NH2:9])([CH3:8])[CH2:5][CH2:6][NH2:7].C[O-].[Na+].[Br:13][C:14]#[N:15]. Product: [BrH:13].[CH3:3][C:4]1([CH3:8])[CH2:5][CH2:6][NH:7][C:14]([NH2:15])=[N:9]1. The catalyst class is: 24.